From a dataset of Reaction yield outcomes from USPTO patents with 853,638 reactions. Predict the reaction yield, written as a fraction of the theoretical maximum amount of product (1.0 means a 100% yield; for example, 0.34 means a 34% yield). (1) The reactants are [Si]([O:8][CH2:9][CH2:10][N:11]1[C:15]2[CH:16]=[CH:17][CH:18]=[CH:19][C:14]=2[N:13]=[C:12]1[CH2:20][O:21][N:22]=[C:23]1[CH2:28][CH2:27][N:26]([S:29]([C:32]2[CH:37]=[CH:36][C:35]([O:38][C:39]([F:42])([F:41])[F:40])=[CH:34][CH:33]=2)(=[O:31])=[O:30])[CH2:25][CH2:24]1)(C(C)(C)C)(C)C.O.[F-].C([N+](CCCC)(CCCC)CCCC)CCC. The catalyst is O1CCCC1. The product is [OH:8][CH2:9][CH2:10][N:11]1[C:15]2[CH:16]=[CH:17][CH:18]=[CH:19][C:14]=2[N:13]=[C:12]1[CH2:20][O:21][N:22]=[C:23]1[CH2:24][CH2:25][N:26]([S:29]([C:32]2[CH:33]=[CH:34][C:35]([O:38][C:39]([F:40])([F:42])[F:41])=[CH:36][CH:37]=2)(=[O:30])=[O:31])[CH2:27][CH2:28]1. The yield is 0.800. (2) The reactants are [Br:1][C:2]1[CH:9]=[CH:8][C:5]([CH:6]=[O:7])=[CH:4][N:3]=1.[BH4-].[Na+]. The catalyst is CO. The product is [Br:1][C:2]1[N:3]=[CH:4][C:5]([CH2:6][OH:7])=[CH:8][CH:9]=1. The yield is 0.920. (3) The reactants are [CH2:1]([N:8]1[C:16]2[C:11](=[CH:12][C:13]([OH:18])=[CH:14][C:15]=2[CH3:17])[C:10]([CH:19]2[CH2:24][CH2:23][N:22]([CH3:25])[CH2:21][CH2:20]2)=[CH:9]1)[C:2]1[CH:7]=[CH:6][CH:5]=[CH:4][CH:3]=1.[H-].[Na+].[F:28][C:29]1[CH:34]=[CH:33][CH:32]=[C:31]([F:35])[C:30]=1[S:36](Cl)(=[O:38])=[O:37]. The catalyst is C1COCC1. The product is [CH2:1]([N:8]1[C:16]2[C:11](=[CH:12][C:13]([O:18][S:36]([C:30]3[C:31]([F:35])=[CH:32][CH:33]=[CH:34][C:29]=3[F:28])(=[O:38])=[O:37])=[CH:14][C:15]=2[CH3:17])[C:10]([CH:19]2[CH2:24][CH2:23][N:22]([CH3:25])[CH2:21][CH2:20]2)=[CH:9]1)[C:2]1[CH:3]=[CH:4][CH:5]=[CH:6][CH:7]=1. The yield is 0.450. (4) The reactants are Cl.[Cl:2][C:3]1[CH:4]=[C:5]([NH:10][C:11]([N:13]2[CH2:18][CH2:17][NH:16][CH2:15][CH2:14]2)=[O:12])[CH:6]=[CH:7][C:8]=1[Cl:9].C(N(CC)C(C)C)(C)C.[C:28]([O:32][C:33]([N:35]1[CH2:40][CH2:39][CH2:38][CH:37]([C:41](O)=[O:42])[CH2:36]1)=[O:34])([CH3:31])([CH3:30])[CH3:29].ON1C2C=CC=CC=2N=N1. The catalyst is ClCCl. The product is [Cl:2][C:3]1[CH:4]=[C:5]([NH:10][C:11]([N:13]2[CH2:18][CH2:17][N:16]([C:41]([CH:37]3[CH2:38][CH2:39][CH2:40][N:35]([C:33]([O:32][C:28]([CH3:31])([CH3:30])[CH3:29])=[O:34])[CH2:36]3)=[O:42])[CH2:15][CH2:14]2)=[O:12])[CH:6]=[CH:7][C:8]=1[Cl:9]. The yield is 0.990. (5) The reactants are [NH2:1][C:2]1[C:7]2[C:8](=[O:30])[N:9]([C:14]3[CH:19]=[CH:18][C:17](B4OC(C)(C)C(C)(C)O4)=[C:16]([F:29])[CH:15]=3)[CH2:10][C@@H:11]([CH3:13])[O:12][C:6]=2[N:5]=[CH:4][N:3]=1.P([O-])([O-])([O-])=O.[K+].[K+].[K+].Br[C:40]1[CH:47]=[CH:46][C:45]([Cl:48])=[CH:44][C:41]=1[C:42]#[N:43].C(O)C. The catalyst is COCCOC.C1C=CC(P(C2C=CC=CC=2)[C-]2C=CC=C2)=CC=1.C1C=CC(P(C2C=CC=CC=2)[C-]2C=CC=C2)=CC=1.Cl[Pd]Cl.[Fe+2].C(Cl)Cl.O. The product is [NH2:1][C:2]1[C:7]2[C:8](=[O:30])[N:9]([C:14]3[CH:19]=[CH:18][C:17]([C:40]4[C:41]([C:42]#[N:43])=[CH:44][C:45]([Cl:48])=[CH:46][CH:47]=4)=[C:16]([F:29])[CH:15]=3)[CH2:10][C@@H:11]([CH3:13])[O:12][C:6]=2[N:5]=[CH:4][N:3]=1. The yield is 0.249. (6) The reactants are [C:1]([O:9][C:10]1[C:15]([O:16][CH3:17])=[CH:14][C:13]([C:18]2[O:19][CH:20]=[CH:21][CH:22]=2)=[CH:12][C:11]=1[O:23][CH3:24])(=[O:8])[C:2]1[CH:7]=[CH:6][CH:5]=[CH:4][CH:3]=1.CON(C)[C:28](=[O:44])[CH:29]([O:42][CH3:43])[C:30]1[CH:35]=[CH:34][C:33]([N:36]2[CH2:41][CH2:40][O:39][CH2:38][CH2:37]2)=[CH:32][CH:31]=1. No catalyst specified. The product is [C:1]([O:9][C:10]1[C:15]([O:16][CH3:17])=[CH:14][C:13]([C:18]2[O:19][C:20]([C:28](=[O:44])[CH:29]([O:42][CH3:43])[C:30]3[CH:31]=[CH:32][C:33]([N:36]4[CH2:37][CH2:38][O:39][CH2:40][CH2:41]4)=[CH:34][CH:35]=3)=[CH:21][CH:22]=2)=[CH:12][C:11]=1[O:23][CH3:24])(=[O:8])[C:2]1[CH:3]=[CH:4][CH:5]=[CH:6][CH:7]=1. The yield is 0.500. (7) No catalyst specified. The reactants are [Si](OCCCCOC1C=CC(C2C=CC(C(OCC)=O)=CC=2)=CC=1[C:31]1[CH:36]=[CH:35][C:34]([N:37]2[CH2:41][CH2:40][CH2:39][CH2:38]2)=[C:33]([C:42]([F:45])([F:44])[F:43])[CH:32]=1)(C(C)(C)C)(C)C.[F-].C([N+](CCCC)(CCCC)CCCC)CCC.[OH:64][CH2:65][CH2:66][CH2:67][CH2:68][O:69][C:70]1[CH:75]=[CH:74][C:73]([C:76]2[CH:81]=[CH:80][C:79]([C:82]([O:84][CH2:85][CH3:86])=[O:83])=[CH:78][CH:77]=2)=[CH:72][C:71]=1C1C=CC(N2CCCC2)=C(C(F)(F)F)C=1. The yield is 0.970. The product is [OH:64][CH2:65][CH2:66][CH2:67][CH2:68][O:69][C:70]1[CH:75]=[CH:74][C:73]([C:76]2[CH:81]=[CH:80][C:79]([C:82]([O:84][CH2:85][CH3:86])=[O:83])=[C:78]([C:31]3[CH:36]=[CH:35][C:34]([N:37]4[CH2:41][CH2:40][CH2:39][CH2:38]4)=[C:33]([C:42]([F:43])([F:44])[F:45])[CH:32]=3)[CH:77]=2)=[CH:72][CH:71]=1. (8) The reactants are [Cl-].[CH2:2]([NH+:9]1[CH2:13][CH:12](S(C2C=CC=CC=2)=O)[C:11]([C:26]2[CH:31]=[C:30]([Cl:32])[CH:29]=[C:28]([Cl:33])[CH:27]=2)([C:22]([F:25])([F:24])[F:23])[CH2:10]1)[C:3]1[CH:8]=[CH:7][CH:6]=[CH:5][CH:4]=1.C(=O)([O-])[O-].[Na+].[Na+].O. The catalyst is C1(C)C=CC=CC=1. The product is [CH2:2]([N:9]1[CH:13]=[CH:12][C:11]([C:26]2[CH:27]=[C:28]([Cl:33])[CH:29]=[C:30]([Cl:32])[CH:31]=2)([C:22]([F:25])([F:24])[F:23])[CH2:10]1)[C:3]1[CH:8]=[CH:7][CH:6]=[CH:5][CH:4]=1. The yield is 0.310. (9) The reactants are N1C=CC=CC=1.[CH2:7]([S:9]([C:12]1[CH:13]=[CH:14][C:15](C)=[C:16]([NH:18][C:19]2[O:20][C:21]([C:24]3[CH:25]=[C:26]([OH:30])[CH:27]=[CH:28][CH:29]=3)=[CH:22][N:23]=2)[CH:17]=1)(=[O:11])=[O:10])[CH3:8].[C:32]1(B(O)O)[CH:37]=[CH:36][CH:35]=[CH:34][CH:33]=1.ClCCl.[CH2:44]([O:46]CC)C. The catalyst is CC([O-])=O.CC([O-])=O.[Cu+2]. The product is [CH2:7]([S:9]([C:12]1[CH:13]=[CH:14][C:15]([O:46][CH3:44])=[C:16]([NH:18][C:19]2[O:20][C:21]([C:24]3[CH:29]=[CH:28][CH:27]=[C:26]([O:30][C:32]4[CH:37]=[CH:36][CH:35]=[CH:34][CH:33]=4)[CH:25]=3)=[CH:22][N:23]=2)[CH:17]=1)(=[O:11])=[O:10])[CH3:8]. The yield is 0.180.